From a dataset of Forward reaction prediction with 1.9M reactions from USPTO patents (1976-2016). Predict the product of the given reaction. (1) Given the reactants Cl[CH2:2][CH2:3][CH2:4][O:5][C:6]1[CH:11]=[CH:10][C:9]([C:12]2[S:13][C:14]([C:18]([N:20]3[CH2:25][CH2:24][O:23][CH2:22][CH2:21]3)=[O:19])=[C:15]([CH3:17])[N:16]=2)=[CH:8][CH:7]=1.C(=O)([O-])[O-].[K+].[K+].[I-].[Na+].[CH3:34][CH:35]1[CH2:39][CH2:38][CH2:37][NH:36]1, predict the reaction product. The product is: [CH3:17][C:15]1[N:16]=[C:12]([C:9]2[CH:10]=[CH:11][C:6]([O:5][CH2:4][CH2:3][CH2:2][N:36]3[CH2:37][CH2:38][CH2:39][CH:35]3[CH3:34])=[CH:7][CH:8]=2)[S:13][C:14]=1[C:18]([N:20]1[CH2:25][CH2:24][O:23][CH2:22][CH2:21]1)=[O:19]. (2) Given the reactants [Br:1][C:2]1[CH:3]=[C:4]2[C:9](=[CH:10][CH:11]=1)[N:8]=[CH:7][C:6]([C:12]([CH:14]1[CH2:16][CH2:15]1)=[O:13])=[C:5]2Cl.[NH:18]1[CH2:23][CH2:22][CH:21]([CH2:24][N:25]2[CH2:30][CH2:29][O:28][CH2:27][CH2:26]2)[CH2:20][CH2:19]1, predict the reaction product. The product is: [Br:1][C:2]1[CH:3]=[C:4]2[C:9](=[CH:10][CH:11]=1)[N:8]=[CH:7][C:6]([C:12]([CH:14]1[CH2:16][CH2:15]1)=[O:13])=[C:5]2[N:18]1[CH2:23][CH2:22][CH:21]([CH2:24][N:25]2[CH2:30][CH2:29][O:28][CH2:27][CH2:26]2)[CH2:20][CH2:19]1. (3) Given the reactants Cl[C:2]1[CH:7]=[CH:6][C:5]([CH:8]([C:28]2[CH:33]=[CH:32][C:31]([Cl:34])=[CH:30][CH:29]=2)[N:9]2[CH2:13][CH2:12][C@@H:11]([NH:14][C:15](=[O:27])[C:16]3[CH:21]=[CH:20][C:19]([O:22][C:23]([F:26])([F:25])[F:24])=[CH:18][CH:17]=3)[CH2:10]2)=[CH:4][CH:3]=1.C1(P(C2CCCCC2)[C:42]2C=CC=C[C:43]=2[C:48]2C=CC=C[C:49]=2[N:54](C)[CH3:55])CCCCC1.C(NC)CCC.C[Si]([N-][Si](C)(C)C)(C)C.[Li+].O1CCCC1, predict the reaction product. The product is: [CH2:49]([N:54]([CH3:55])[C:2]1[CH:7]=[CH:6][C:5]([CH:8]([C:28]2[CH:33]=[CH:32][C:31]([Cl:34])=[CH:30][CH:29]=2)[N:9]2[CH2:13][CH2:12][C@@H:11]([NH:14][C:15](=[O:27])[C:16]3[CH:21]=[CH:20][C:19]([O:22][C:23]([F:26])([F:25])[F:24])=[CH:18][CH:17]=3)[CH2:10]2)=[CH:4][CH:3]=1)[CH2:48][CH2:43][CH3:42]. (4) Given the reactants [Cl:1][C:2]1[C:3]([F:31])=[C:4]([C@@H:8]2[C@:12]([C:15]3[CH:20]=[CH:19][C:18]([Cl:21])=[CH:17][C:16]=3[F:22])([C:13]#[N:14])[C@H:11]([CH2:23][C:24]([CH3:27])([CH3:26])[CH3:25])[NH:10][C@H:9]2[C:28]([OH:30])=O)[CH:5]=[CH:6][CH:7]=1.CCN(C(C)C)C(C)C.C1(P(Cl)(C2C=CC=CC=2)=O)C=CC=CC=1.[CH3:56][O:57][C:58](=[O:68])[C:59]1[CH:64]=[C:63]([F:65])[C:62]([NH2:66])=[CH:61][C:60]=1[F:67].NC1C=CC=CC=1, predict the reaction product. The product is: [CH3:56][O:57][C:58](=[O:68])[C:59]1[CH:64]=[C:63]([F:65])[C:62]([NH:66][C:28]([C@H:9]2[C@H:8]([C:4]3[CH:5]=[CH:6][CH:7]=[C:2]([Cl:1])[C:3]=3[F:31])[C@:12]([C:15]3[CH:20]=[CH:19][C:18]([Cl:21])=[CH:17][C:16]=3[F:22])([C:13]#[N:14])[C@H:11]([CH2:23][C:24]([CH3:25])([CH3:27])[CH3:26])[NH:10]2)=[O:30])=[CH:61][C:60]=1[F:67]. (5) Given the reactants [Cl:1][C:2]1[C:11]2[C:6](=[CH:7][CH:8]=[CH:9][CH:10]=2)[C:5]([OH:12])=[C:4]([C:13]([OH:15])=O)[N:3]=1.[NH2:16][CH2:17][CH2:18][OH:19], predict the reaction product. The product is: [OH:19][CH2:18][CH2:17][NH:16][C:13]([C:4]1[N:3]=[C:2]([Cl:1])[C:11]2[C:6]([C:5]=1[OH:12])=[CH:7][CH:8]=[CH:9][CH:10]=2)=[O:15]. (6) Given the reactants [N:1]1([NH2:6])[CH:5]=[CH:4][CH:3]=[CH:2]1.C(N(CC)CC)C.Cl[S:15]([C:18]1[CH2:23][CH2:22][CH2:21][CH2:20][C:19]=1[C:24]([O:26][CH2:27][CH3:28])=[O:25])(=[O:17])=[O:16].O, predict the reaction product. The product is: [N:1]1([NH:6][S:15]([CH:18]2[C:19]([C:24]([O:26][CH2:27][CH3:28])=[O:25])=[CH:20][CH2:21][CH2:22][CH2:23]2)(=[O:17])=[O:16])[CH:5]=[CH:4][CH:3]=[CH:2]1. (7) The product is: [CH2:22]([N:7]([CH2:6][C:2]1[S:1][CH:5]=[CH:4][CH:3]=1)[C:8]([C:10]12[CH2:19][CH:14]3[CH2:15][CH:16]([CH2:18][CH:12]([CH2:13]3)[CH2:11]1)[CH2:17]2)=[O:9])[C:23]1[CH:28]=[CH:27][CH:26]=[CH:25][CH:24]=1. Given the reactants [S:1]1[CH:5]=[CH:4][CH:3]=[C:2]1[CH2:6][NH:7][C:8]([C:10]12[CH2:19][CH:14]3[CH2:15][CH:16]([CH2:18][CH:12]([CH2:13]3)[CH2:11]1)[CH2:17]2)=[O:9].[H-].[Na+].[CH2:22](Br)[C:23]1[CH:28]=[CH:27][CH:26]=[CH:25][CH:24]=1, predict the reaction product. (8) Given the reactants [N:1]([CH:4]1[CH2:10][CH:9]([CH:11]([CH3:13])[CH3:12])[CH2:8][CH2:7][NH:6][C:5]1=[O:14])=[N+]=[N-].CCN([CH:21]([CH3:23])[CH3:22])C(C)C.ClC1C=C[C:28]([CH2:29][S:30](Cl)(=[O:32])=[O:31])=[CH:27]C=1.C(Cl)[Cl:37], predict the reaction product. The product is: [Cl:37][C:22]1[CH:21]=[CH:23][C:29]([S:30]([NH:1][CH:4]2[CH2:10][CH:9]([CH:11]([CH3:13])[CH3:12])[CH2:8][CH2:7][NH:6][C:5]2=[O:14])(=[O:32])=[O:31])=[CH:28][CH:27]=1.